This data is from Forward reaction prediction with 1.9M reactions from USPTO patents (1976-2016). The task is: Predict the product of the given reaction. (1) Given the reactants [CH3:1][O:2][C:3]1[C:12]2[C:11](=[O:13])[N:10]([CH2:14][C:15]([OH:17])=O)[N:9]=[N:8][C:7]=2[CH:6]=[CH:5][CH:4]=1.[CH3:18][O:19][C:20]1[CH:25]=[CH:24][C:23]([C@@H:26]([NH2:28])[CH3:27])=[CH:22][CH:21]=1, predict the reaction product. The product is: [CH3:1][O:2][C:3]1[C:12]2[C:11](=[O:13])[N:10]([CH2:14][C:15]([NH:28][C@H:26]([C:23]3[CH:24]=[CH:25][C:20]([O:19][CH3:18])=[CH:21][CH:22]=3)[CH3:27])=[O:17])[N:9]=[N:8][C:7]=2[CH:6]=[CH:5][CH:4]=1. (2) Given the reactants [CH2:1]([O:9][C:10]1[CH:17]=[CH:16][C:13]([CH:14]=O)=[CH:12][CH:11]=1)[CH2:2][CH2:3][CH2:4][CH2:5][CH2:6][CH2:7][CH3:8].[F:18][C:19]([F:29])([F:28])[C:20]1[CH:27]=[CH:26][CH:25]=[CH:24][C:21]=1[CH2:22][NH2:23], predict the reaction product. The product is: [CH2:1]([O:9][C:10]1[CH:17]=[CH:16][C:13]([CH2:14][NH:23][CH2:22][C:21]2[CH:24]=[CH:25][CH:26]=[CH:27][C:20]=2[C:19]([F:18])([F:28])[F:29])=[CH:12][CH:11]=1)[CH2:2][CH2:3][CH2:4][CH2:5][CH2:6][CH2:7][CH3:8]. (3) Given the reactants [OH:1][C:2]1[N:10]=[CH:9][CH:8]=[CH:7][C:3]=1[C:4]([OH:6])=[O:5].[Cl:11][S:12](O)(=[O:14])=[O:13], predict the reaction product. The product is: [Cl:11][S:12]([C:8]1[CH:9]=[N:10][C:2]([OH:1])=[C:3]([CH:7]=1)[C:4]([OH:6])=[O:5])(=[O:14])=[O:13]. (4) Given the reactants Br[C:2]1[CH:7]=[CH:6][CH:5]=[CH:4][C:3]=1[NH:8][C:9]([C@H:11]1[CH2:15][CH2:14][CH2:13][N:12]1[C:16]([O:18][C:19]([CH3:22])([CH3:21])[CH3:20])=[O:17])=[O:10].C([O-])([O-])=O.[Cs+].[Cs+].N1C2C(=CC=C3C=2N=CC=C3)C=CC=1, predict the reaction product. The product is: [O:10]1[C:2]2[CH:7]=[CH:6][CH:5]=[CH:4][C:3]=2[N:8]=[C:9]1[C@H:11]1[CH2:15][CH2:14][CH2:13][N:12]1[C:16]([O:18][C:19]([CH3:22])([CH3:21])[CH3:20])=[O:17].